This data is from Forward reaction prediction with 1.9M reactions from USPTO patents (1976-2016). The task is: Predict the product of the given reaction. (1) Given the reactants [Br:1][C:2]1[CH:3]=[N:4][C:5]([O:8][CH:9]2[CH2:14][CH2:13][C:12](=O)[CH2:11][CH2:10]2)=[N:6][CH:7]=1.[NH:16]1[CH2:19][CH:18]([NH:20][C:21]([CH2:23][NH:24][C:25](=[O:36])[C:26]2[CH:31]=[CH:30][CH:29]=[C:28]([C:32]([F:35])([F:34])[F:33])[CH:27]=2)=[O:22])[CH2:17]1, predict the reaction product. The product is: [Br:1][C:2]1[CH:3]=[N:4][C:5]([O:8][CH:9]2[CH2:14][CH2:13][CH:12]([N:16]3[CH2:19][CH:18]([NH:20][C:21]([CH2:23][NH:24][C:25](=[O:36])[C:26]4[CH:31]=[CH:30][CH:29]=[C:28]([C:32]([F:35])([F:33])[F:34])[CH:27]=4)=[O:22])[CH2:17]3)[CH2:11][CH2:10]2)=[N:6][CH:7]=1. (2) Given the reactants Br[C:2]1[CH:3]=[C:4]2[C:9](=[CH:10][C:11]=1[O:12][CH2:13][C:14]1[CH:22]=[CH:21][C:17]([C:18]([OH:20])=[O:19])=[CH:16][CH:15]=1)[NH:8][C:7](=[O:23])[CH2:6][CH2:5]2.[Cl:24][C:25]1[CH:30]=[CH:29][C:28](B(O)O)=[CH:27][CH:26]=1.C(=O)(O)[O-].[Na+].O, predict the reaction product. The product is: [Cl:24][C:25]1[CH:30]=[CH:29][C:28]([C:2]2[CH:3]=[C:4]3[C:9](=[CH:10][C:11]=2[O:12][CH2:13][C:14]2[CH:22]=[CH:21][C:17]([C:18]([OH:20])=[O:19])=[CH:16][CH:15]=2)[NH:8][C:7](=[O:23])[CH2:6][CH2:5]3)=[CH:27][CH:26]=1. (3) Given the reactants [F:1][C:2]1[CH:3]=[C:4]([CH:20]=[CH:21][CH:22]=1)[CH2:5][NH:6][C:7]1[CH:12]=[N:11][CH:10]=[C:9]([C:13]2[CH:18]=[CH:17][N:16]=[C:15](F)[CH:14]=2)[N:8]=1.[C@H:23]1([NH2:30])[CH2:28][CH2:27][C@H:26]([NH2:29])[CH2:25][CH2:24]1, predict the reaction product. The product is: [F:1][C:2]1[CH:3]=[C:4]([CH:20]=[CH:21][CH:22]=1)[CH2:5][NH:6][C:7]1[N:8]=[C:9]([C:13]2[CH:18]=[CH:17][N:16]=[C:15]([NH:29][C@H:26]3[CH2:27][CH2:28][C@H:23]([NH2:30])[CH2:24][CH2:25]3)[CH:14]=2)[CH:10]=[N:11][CH:12]=1.